Dataset: Forward reaction prediction with 1.9M reactions from USPTO patents (1976-2016). Task: Predict the product of the given reaction. (1) Given the reactants C([O:3][C:4]([C:6]1[CH:7]=[N:8][N:9]([CH2:12][CH2:13][O:14][CH2:15][CH2:16][O:17][CH3:18])[C:10]=1[Cl:11])=[O:5])C.[OH-].[Li+], predict the reaction product. The product is: [Cl:11][C:10]1[N:9]([CH2:12][CH2:13][O:14][CH2:15][CH2:16][O:17][CH3:18])[N:8]=[CH:7][C:6]=1[C:4]([OH:5])=[O:3]. (2) Given the reactants Br[C:2]1[CH:3]=[C:4]2[C:9](=[CH:10][CH:11]=1)[N:8]=[CH:7][CH:6]=[CH:5]2.[CH3:12][N:13]1[CH:17]=[C:16]([C:18]2[CH:19]=[CH:20][C:21]3[N:22]([C:24]([SH:27])=[N:25][N:26]=3)[CH:23]=2)[CH:15]=[N:14]1.CC1(C)C2C(=C(P(C3C=CC=CC=3)C3C=CC=CC=3)C=CC=2)OC2C(P(C3C=CC=CC=3)C3C=CC=CC=3)=CC=CC1=2.CCN(C(C)C)C(C)C, predict the reaction product. The product is: [CH3:12][N:13]1[CH:17]=[C:16]([C:18]2[CH:19]=[CH:20][C:21]3[N:22]([C:24]([S:27][C:2]4[CH:3]=[C:4]5[C:9](=[CH:10][CH:11]=4)[N:8]=[CH:7][CH:6]=[CH:5]5)=[N:25][N:26]=3)[CH:23]=2)[CH:15]=[N:14]1. (3) The product is: [CH:1]1([N:8]2[C:9]3[N:19]=[CH:18][CH:17]=[CH:16][C:10]=3[C:11](=[O:12])[O:13][C:14]2=[O:28])[CH2:7][CH2:6][CH2:5][CH2:4][CH2:3][CH2:2]1. Given the reactants [CH:1]1([NH:8][C:9]2[N:19]=[CH:18][CH:17]=[CH:16][C:10]=2[C:11]([O:13][CH2:14]C)=[O:12])[CH2:7][CH2:6][CH2:5][CH2:4][CH2:3][CH2:2]1.C(C(CC)CNC1N=CC=CC=1C(OCC)=[O:28])C, predict the reaction product. (4) Given the reactants [NH2:1][C:2]1[CH:16]=[CH:15][CH:14]=[C:13]([F:17])[C:3]=1[C:4]([NH:6][C:7]1[CH:12]=[CH:11][CH:10]=[CH:9][CH:8]=1)=[O:5].[C:18]([O:22][C:23]([NH:25][C@@H:26]([CH2:30][CH3:31])[C:27](O)=[O:28])=[O:24])([CH3:21])([CH3:20])[CH3:19].CN(C(ON1N=NC2C=CC=NC1=2)=[N+](C)C)C.F[P-](F)(F)(F)(F)F.CCN(C(C)C)C(C)C, predict the reaction product. The product is: [F:17][C:13]1[C:3]([C:4](=[O:5])[NH:6][C:7]2[CH:12]=[CH:11][CH:10]=[CH:9][CH:8]=2)=[C:2]([NH:1][C:27](=[O:28])[C@@H:26]([NH:25][C:23](=[O:24])[O:22][C:18]([CH3:20])([CH3:19])[CH3:21])[CH2:30][CH3:31])[CH:16]=[CH:15][CH:14]=1. (5) Given the reactants Br[C:2]1[CH:3]=[CH:4][C:5]([Cl:14])=[C:6]([C:8]2[CH:9]=[N:10][CH:11]=[CH:12][CH:13]=2)[CH:7]=1.[B:15]1([B:15]2[O:20][CH2:19][C:18]([CH3:22])([CH3:21])[CH2:17][O:16]2)[O:20][CH2:19][C:18]([CH3:22])([CH3:21])[CH2:17][O:16]1, predict the reaction product. The product is: [Cl:14][C:5]1[CH:4]=[CH:3][C:2]([B:15]2[O:20][CH2:19][C:18]([CH3:22])([CH3:21])[CH2:17][O:16]2)=[CH:7][C:6]=1[C:8]1[CH:9]=[N:10][CH:11]=[CH:12][CH:13]=1. (6) Given the reactants [CH2:1]([NH:8][CH3:9])[C:2]1[CH:7]=[CH:6][CH:5]=[CH:4][CH:3]=1.[O:10]1[CH2:14][CH2:13][CH2:12][C@@H:11]1[C:15]([OH:17])=O.[B-](F)(F)(F)F.CN(C(ON1N=NC2C1=CC=CC=2)=[N+](C)C)C.C(=O)([O-])O.[Na+], predict the reaction product. The product is: [CH2:1]([N:8]([CH3:9])[C:15]([C@H:11]1[CH2:12][CH2:13][CH2:14][O:10]1)=[O:17])[C:2]1[CH:7]=[CH:6][CH:5]=[CH:4][CH:3]=1. (7) Given the reactants [Br:1][C:2]1[C:7]([F:8])=[CH:6][C:5]([OH:9])=[CH:4][C:3]=1[F:10].[CH2:11]([O:13][C:14](=[O:19])[CH2:15][CH2:16][CH2:17]Br)[CH3:12], predict the reaction product. The product is: [CH2:11]([O:13][C:14](=[O:19])[CH2:15][CH2:16][CH2:17][O:9][C:5]1[CH:6]=[C:7]([F:8])[C:2]([Br:1])=[C:3]([F:10])[CH:4]=1)[CH3:12].